The task is: Predict the reaction yield, written as a fraction of the theoretical maximum amount of product (1.0 means a 100% yield; for example, 0.34 means a 34% yield).. This data is from Reaction yield outcomes from USPTO patents with 853,638 reactions. The reactants are [N:1]12[CH2:8][CH2:7][C:4]([C:9]([C:17]3[CH:22]=[CH:21][CH:20]=[CH:19][CH:18]=3)([C:11]3[CH:16]=[CH:15][CH:14]=[CH:13][CH:12]=3)[OH:10])([CH2:5][CH2:6]1)[CH2:3][CH2:2]2.[Br:23][CH2:24][CH2:25][O:26][CH2:27][C:28]1[CH:33]=[CH:32][CH:31]=[C:30]([F:34])[CH:29]=1. The catalyst is CC#N.C(Cl)(Cl)Cl. The product is [Br-:23].[F:34][C:30]1[CH:29]=[C:28]([CH2:27][O:26][CH2:25][CH2:24][N+:1]23[CH2:6][CH2:5][C:4]([C:9]([OH:10])([C:17]4[CH:22]=[CH:21][CH:20]=[CH:19][CH:18]=4)[C:11]4[CH:12]=[CH:13][CH:14]=[CH:15][CH:16]=4)([CH2:3][CH2:2]2)[CH2:7][CH2:8]3)[CH:33]=[CH:32][CH:31]=1. The yield is 0.300.